From a dataset of Full USPTO retrosynthesis dataset with 1.9M reactions from patents (1976-2016). Predict the reactants needed to synthesize the given product. (1) Given the product [CH3:29][O:28][C:24]1[CH:23]=[C:22]([CH:27]=[CH:26][CH:25]=1)[CH2:21][N:19]1[CH2:20][CH:16]([CH2:15][CH2:14][O:13][C:10]2[CH:9]=[CH:8][C:7]([CH2:6][C:5]([CH3:39])([O:32][C:33]3[CH:38]=[CH:37][CH:36]=[CH:35][CH:34]=3)[C:4]([OH:40])=[O:3])=[CH:12][CH:11]=2)[N:17]([CH3:31])[C:18]1=[O:30], predict the reactants needed to synthesize it. The reactants are: C([O:3][C:4](=[O:40])[C:5]([CH3:39])([O:32][C:33]1[CH:38]=[CH:37][CH:36]=[CH:35][CH:34]=1)[CH2:6][C:7]1[CH:12]=[CH:11][C:10]([O:13][CH2:14][CH2:15][CH:16]2[CH2:20][N:19]([CH2:21][C:22]3[CH:27]=[CH:26][CH:25]=[C:24]([O:28][CH3:29])[CH:23]=3)[C:18](=[O:30])[N:17]2[CH3:31])=[CH:9][CH:8]=1)C.[OH-].[Na+]. (2) Given the product [CH3:14][O:13][C:10]1[CH:9]=[CH:8][C:7]([N:6]2[C:2]3=[N:1][CH:20]=[N:22][C:15](=[O:17])[CH:3]3[CH:4]=[N:5]2)=[CH:12][CH:11]=1, predict the reactants needed to synthesize it. The reactants are: [NH2:1][C:2]1[N:6]([C:7]2[CH:12]=[CH:11][C:10]([O:13][CH3:14])=[CH:9][CH:8]=2)[N:5]=[CH:4][C:3]=1[C:15]([O:17]CC)=O.[CH:20]([NH2:22])=O. (3) The reactants are: N1C=CC=CC=1.[FH:7].[O:8]1[C:10]2([CH2:15][CH2:14][N:13]([C:16]([O:18][CH2:19][C:20]3[CH:25]=[CH:24][CH:23]=[CH:22][CH:21]=3)=[O:17])[CH2:12][CH2:11]2)[CH2:9]1.C(=O)(O)[O-].[Na+]. Given the product [F:7][C:10]1([CH2:9][OH:8])[CH2:15][CH2:14][N:13]([C:16]([O:18][CH2:19][C:20]2[CH:25]=[CH:24][CH:23]=[CH:22][CH:21]=2)=[O:17])[CH2:12][CH2:11]1, predict the reactants needed to synthesize it. (4) Given the product [NH:17]1[C:18]2[CH:24]=[CH:23][CH:22]=[CH:21][C:19]=2[N:20]=[C:16]1[NH:15][CH2:14][CH:11]1[CH2:12][CH2:13][NH:8][CH2:9][CH2:10]1, predict the reactants needed to synthesize it. The reactants are: C(OC([N:8]1[CH2:13][CH2:12][CH:11]([CH2:14][NH:15][C:16]2[NH:20][C:19]3[CH:21]=[CH:22][CH:23]=[CH:24][C:18]=3[N:17]=2)[CH2:10][CH2:9]1)=O)(C)(C)C.O1CCOCC1.Cl.[OH-].[Na+].C(O)CCC. (5) Given the product [CH2:1]([O:8][C:9]1[CH:18]=[CH:17][CH:16]=[C:15]2[C:10]=1[CH2:11][CH2:12][CH2:13][CH:14]2[C:19]([N:21]([CH2:22][C:23]1[CH:24]=[N:25][N:26]([CH2:38][C:39]2[CH:40]=[CH:41][CH:42]=[C:43]([N:45]([CH3:47])[CH3:46])[N:44]=2)[CH:27]=1)[C:28]1[CH:29]=[N:30][C:31]([CH:34]([CH3:36])[CH3:35])=[CH:32][CH:33]=1)=[O:20])[C:2]1[CH:7]=[CH:6][CH:5]=[CH:4][CH:3]=1, predict the reactants needed to synthesize it. The reactants are: [CH2:1]([O:8][C:9]1[CH:18]=[CH:17][CH:16]=[C:15]2[C:10]=1[CH2:11][CH2:12][CH2:13][CH:14]2[C:19]([N:21]([C:28]1[CH:29]=[N:30][C:31]([CH:34]([CH3:36])[CH3:35])=[CH:32][CH:33]=1)[CH2:22][C:23]1[CH:24]=[N:25][NH:26][CH:27]=1)=[O:20])[C:2]1[CH:7]=[CH:6][CH:5]=[CH:4][CH:3]=1.Cl[CH2:38][C:39]1[N:44]=[C:43]([N:45]([CH3:47])[CH3:46])[CH:42]=[CH:41][CH:40]=1. (6) Given the product [F:1][C:2]1[C:7]([O:8][CH3:9])=[CH:6][CH:5]=[C:4]([F:10])[C:3]=1[OH:16], predict the reactants needed to synthesize it. The reactants are: [F:1][C:2]1[C:7]([O:8][CH3:9])=[CH:6][CH:5]=[C:4]([F:10])[C:3]=1B(O)O.C(O)(=[O:16])C.OO. (7) Given the product [F:1][C:2]1[CH:9]=[CH:8][C:7]([C:10]2[CH:18]=[CH:17][CH:16]=[C:15]3[C:11]=2[CH2:12][C:13](=[O:21])[NH:14]3)=[CH:6][C:3]=1[C:4]#[N:5], predict the reactants needed to synthesize it. The reactants are: [F:1][C:2]1[CH:9]=[CH:8][C:7]([C:10]2[CH:18]=[CH:17][CH:16]=[C:15]3[C:11]=2[CH:12]=[CH:13][NH:14]3)=[CH:6][C:3]=1[C:4]#[N:5].C([OH:21])C.C(O)(=O)C.[Br-].[Br-].[Br-].[NH+]1C=CC=CC=1.[NH+]1C=CC=CC=1.[NH+]1C=CC=CC=1.